Dataset: Merck oncology drug combination screen with 23,052 pairs across 39 cell lines. Task: Regression. Given two drug SMILES strings and cell line genomic features, predict the synergy score measuring deviation from expected non-interaction effect. (1) Drug 1: N.N.O=C(O)C1(C(=O)O)CCC1.[Pt]. Drug 2: N#Cc1ccc(Cn2cncc2CN2CCN(c3cccc(Cl)c3)C(=O)C2)cc1. Cell line: DLD1. Synergy scores: synergy=-3.18. (2) Cell line: UWB1289BRCA1. Synergy scores: synergy=-7.24. Drug 1: CNC(=O)c1cc(Oc2ccc(NC(=O)Nc3ccc(Cl)c(C(F)(F)F)c3)cc2)ccn1. Drug 2: CCc1cnn2c(NCc3ccc[n+]([O-])c3)cc(N3CCCCC3CCO)nc12. (3) Drug 1: O=C(NOCC(O)CO)c1ccc(F)c(F)c1Nc1ccc(I)cc1F. Drug 2: CC(C)CC(NC(=O)C(Cc1ccccc1)NC(=O)c1cnccn1)B(O)O. Cell line: NCIH1650. Synergy scores: synergy=-12.4. (4) Drug 1: COc1cc(C2c3cc4c(cc3C(OC3OC5COC(C)OC5C(O)C3O)C3COC(=O)C23)OCO4)cc(OC)c1O. Drug 2: Cn1nnc2c(C(N)=O)ncn2c1=O. Cell line: MDAMB436. Synergy scores: synergy=7.87. (5) Drug 1: O=c1[nH]cc(F)c(=O)[nH]1. Drug 2: O=C(O)C1(Cc2cccc(Nc3nccs3)n2)CCC(Oc2cccc(Cl)c2F)CC1. Cell line: ZR751. Synergy scores: synergy=0.827. (6) Drug 1: CC1CC2C3CCC4=CC(=O)C=CC4(C)C3(F)C(O)CC2(C)C1(O)C(=O)CO. Drug 2: O=C(O)C1(Cc2cccc(Nc3nccs3)n2)CCC(Oc2cccc(Cl)c2F)CC1. Cell line: NCIH23. Synergy scores: synergy=4.88. (7) Drug 1: NC1(c2ccc(-c3nc4ccn5c(=O)[nH]nc5c4cc3-c3ccccc3)cc2)CCC1. Drug 2: COC1=C2CC(C)CC(OC)C(O)C(C)C=C(C)C(OC(N)=O)C(OC)C=CC=C(C)C(=O)NC(=CC1=O)C2=O. Cell line: HCT116. Synergy scores: synergy=24.2. (8) Drug 1: O=C(CCCCCCC(=O)Nc1ccccc1)NO. Drug 2: O=C(O)C1(Cc2cccc(Nc3nccs3)n2)CCC(Oc2cccc(Cl)c2F)CC1. Cell line: NCIH460. Synergy scores: synergy=-15.5.